This data is from Peptide-MHC class II binding affinity with 134,281 pairs from IEDB. The task is: Regression. Given a peptide amino acid sequence and an MHC pseudo amino acid sequence, predict their binding affinity value. This is MHC class II binding data. The peptide sequence is AAGGWDSLAAELATT. The MHC is HLA-DQA10102-DQB10502 with pseudo-sequence HLA-DQA10102-DQB10502. The binding affinity (normalized) is 0.378.